This data is from Full USPTO retrosynthesis dataset with 1.9M reactions from patents (1976-2016). The task is: Predict the reactants needed to synthesize the given product. (1) Given the product [Br:1][C:2]1[CH:7]=[CH:6][C:5]([CH:8]([C:18]2[CH:23]=[CH:22][CH:21]=[CH:20][C:19]=2[CH3:24])[CH2:9]/[C:10](/[C:12]2[CH:17]=[N:16][CH:15]=[CH:14][N:13]=2)=[N:26]\[OH:27])=[CH:4][CH:3]=1, predict the reactants needed to synthesize it. The reactants are: [Br:1][C:2]1[CH:7]=[CH:6][C:5]([CH:8]([C:18]2[CH:23]=[CH:22][CH:21]=[CH:20][C:19]=2[CH3:24])[CH2:9][C:10]([C:12]2[CH:17]=[N:16][CH:15]=[CH:14][N:13]=2)=O)=[CH:4][CH:3]=1.Cl.[NH2:26][OH:27].C([O-])(O)=O.[Na+]. (2) Given the product [CH3:21][O:20][C:12]1[CH:11]=[C:10]([CH2:9][OH:8])[CH:15]=[C:14]([C:16]([F:17])([F:19])[F:18])[CH:13]=1, predict the reactants needed to synthesize it. The reactants are: [H-].[Al+3].[Li+].[H-].[H-].[H-].C[O:8][C:9](=O)[C:10]1[CH:15]=[C:14]([C:16]([F:19])([F:18])[F:17])[CH:13]=[C:12]([O:20][CH3:21])[CH:11]=1.C(OCC)C. (3) Given the product [F:1][C:2]1[C:7]([C:8]([F:9])([F:10])[F:11])=[CH:6][CH:5]=[CH:4][C:3]=1[C:12]1[N:13]=[C:14]([CH2:17][N:18]2[CH:22]=[C:21]([C:23]([OH:25])=[O:24])[CH:20]=[N:19]2)[S:15][CH:16]=1, predict the reactants needed to synthesize it. The reactants are: [F:1][C:2]1[C:7]([C:8]([F:11])([F:10])[F:9])=[CH:6][CH:5]=[CH:4][C:3]=1[C:12]1[N:13]=[C:14]([CH2:17][N:18]2[CH:22]=[C:21]([C:23]([O:25]CC)=[O:24])[CH:20]=[N:19]2)[S:15][CH:16]=1.[OH-].[Na+].O. (4) Given the product [CH:1]1([C:7]2[C:15]3[C:10](=[CH:11][C:12]([C:16]([OH:18])=[O:17])=[CH:13][CH:14]=3)[NH:9][C:8]=2[C:20]2[CH:25]=[CH:24][CH:23]=[CH:22][CH:21]=2)[CH2:2][CH2:3][CH2:4][CH2:5][CH2:6]1, predict the reactants needed to synthesize it. The reactants are: [CH:1]1([C:7]2[C:15]3[C:10](=[CH:11][C:12]([C:16]([O:18]C)=[O:17])=[CH:13][CH:14]=3)[NH:9][C:8]=2[C:20]2[CH:25]=[CH:24][CH:23]=[CH:22][CH:21]=2)[CH2:6][CH2:5][CH2:4][CH2:3][CH2:2]1.B(Br)(Br)Br. (5) Given the product [Cl:12][C:13]1[CH:14]=[C:15]([CH:16]=[CH:17][CH:18]=1)[CH2:19][NH:20][C:21]1[O:11][C:3]2[CH:4]=[CH:5][CH:6]=[C:7]([N+:8]([O-:10])=[O:9])[C:2]=2[N:1]=1, predict the reactants needed to synthesize it. The reactants are: [NH2:1][C:2]1[C:7]([N+:8]([O-:10])=[O:9])=[CH:6][CH:5]=[CH:4][C:3]=1[OH:11].[Cl:12][C:13]1[CH:18]=[CH:17][CH:16]=[C:15]([CH2:19][N:20]=[C:21]=S)[CH:14]=1. (6) Given the product [CH2:1]([O:5][C:6]1[N:14]=[C:13]2[C:9]([N:10]=[C:11]([O:23][CH3:24])[N:12]2[CH2:15][CH2:16][CH:17]2[CH2:22][CH2:21][CH2:20][CH2:19][N:18]2[CH2:26][CH3:27])=[C:8]([NH2:25])[N:7]=1)[CH2:2][CH2:3][CH3:4], predict the reactants needed to synthesize it. The reactants are: [CH2:1]([O:5][C:6]1[N:14]=[C:13]2[C:9]([N:10]=[C:11]([O:23][CH3:24])[N:12]2[CH2:15][CH2:16][CH:17]2[CH2:22][CH2:21][CH2:20][CH2:19][NH:18]2)=[C:8]([NH2:25])[N:7]=1)[CH2:2][CH2:3][CH3:4].[CH2:26](I)[CH3:27].CCN(C(C)C)C(C)C.